Dataset: Forward reaction prediction with 1.9M reactions from USPTO patents (1976-2016). Task: Predict the product of the given reaction. (1) Given the reactants [OH-].[K+].[CH3:3][C:4]1[CH:25]=[CH:24][CH:23]=[CH:22][C:5]=1[C:6]([NH:8][C@H:9]1[C:17]2[C:12](=[CH:13][CH:14]=[C:15]([C:18]([O:20]C)=[O:19])[CH:16]=2)[CH2:11][CH2:10]1)=[O:7], predict the reaction product. The product is: [CH3:3][C:4]1[CH:25]=[CH:24][CH:23]=[CH:22][C:5]=1[C:6]([NH:8][C@H:9]1[C:17]2[C:12](=[CH:13][CH:14]=[C:15]([C:18]([OH:20])=[O:19])[CH:16]=2)[CH2:11][CH2:10]1)=[O:7]. (2) Given the reactants Br[C:2]1[CH:7]=[CH:6][CH:5]=[CH:4][N:3]=1.CC(C)([O-])C.[Na+].CC([Si](Cl)(C)C)(C)C.Cl.Cl.[NH2:24][CH2:25][CH2:26][NH:27][C@:28]12[CH2:63][CH2:62][C@@H:61]([C:64]([CH3:66])=[CH2:65])[C@@H:29]1[C@@H:30]1[C@@:43]([CH3:46])([CH2:44][CH2:45]2)[C@@:42]2([CH3:47])[C@@H:33]([C@:34]3([CH3:60])[C@@H:39]([CH2:40][CH2:41]2)[C:38]([CH3:49])([CH3:48])[C:37]([C:50]2[CH:59]=[CH:58][C:53]([C:54]([O:56]C)=[O:55])=[CH:52][CH:51]=2)=[CH:36][CH2:35]3)[CH2:32][CH2:31]1.C(O)(C(F)(F)F)=O, predict the reaction product. The product is: [CH3:46][C@:43]12[C@@:42]3([CH3:47])[C@@H:33]([C@:34]4([CH3:60])[C@@H:39]([CH2:40][CH2:41]3)[C:38]([CH3:48])([CH3:49])[C:37]([C:50]3[CH:59]=[CH:58][C:53]([C:54]([OH:56])=[O:55])=[CH:52][CH:51]=3)=[CH:36][CH2:35]4)[CH2:32][CH2:31][C@@H:30]1[C@H:29]1[C@H:61]([C:64]([CH3:66])=[CH2:65])[CH2:62][CH2:63][C@:28]1([NH:27][CH2:26][CH2:25][NH:24][C:2]1[CH:7]=[CH:6][CH:5]=[CH:4][N:3]=1)[CH2:45][CH2:44]2.